This data is from Reaction yield outcomes from USPTO patents with 853,638 reactions. The task is: Predict the reaction yield, written as a fraction of the theoretical maximum amount of product (1.0 means a 100% yield; for example, 0.34 means a 34% yield). (1) The reactants are [NH2:1][C:2]1[C:3]([O:20][CH3:21])=[CH:4][C:5]([CH:17]([CH3:19])[CH3:18])=[C:6]([CH:16]=1)[O:7][C:8]1[C:9]([NH2:15])=[N:10][C:11]([NH2:14])=[N:12][CH:13]=1.COC1[CH:29]=[CH:28][C:27](OC)=[CH:26]O1.[OH-].[Na+]. The catalyst is CC(O)=O. The product is [CH:17]([C:5]1[CH:4]=[C:3]([O:20][CH3:21])[C:2]([N:1]2[CH:29]=[CH:28][CH:27]=[CH:26]2)=[CH:16][C:6]=1[O:7][C:8]1[C:9]([NH2:15])=[N:10][C:11]([NH2:14])=[N:12][CH:13]=1)([CH3:19])[CH3:18]. The yield is 0.720. (2) The reactants are [CH3:1][O:2][CH2:3][CH2:4][O:5][C:6]1[CH:10]=[C:9]([C:11]([OH:13])=O)[N:8]([CH3:14])[N:7]=1.O1CCCC1.C(Cl)(=O)C(Cl)=O.[NH2:26][C:27]1[CH:28]=[C:29]([CH:46]=[CH:47][C:48]=1[F:49])[O:30][C:31]1[CH:32]=[CH:33][C:34]2[N:35]([CH:37]=[C:38]([NH:40][C:41]([CH:43]3[CH2:45][CH2:44]3)=[O:42])[N:39]=2)[N:36]=1. The catalyst is CN(C)C=O.CN1CCCC1=O. The product is [CH:43]1([C:41]([NH:40][C:38]2[N:39]=[C:34]3[CH:33]=[CH:32][C:31]([O:30][C:29]4[CH:46]=[CH:47][C:48]([F:49])=[C:27]([NH:26][C:11]([C:9]5[N:8]([CH3:14])[N:7]=[C:6]([O:5][CH2:4][CH2:3][O:2][CH3:1])[CH:10]=5)=[O:13])[CH:28]=4)=[N:36][N:35]3[CH:37]=2)=[O:42])[CH2:44][CH2:45]1. The yield is 0.500. (3) The reactants are [NH2:1][C:2]1[N:10]=[C:9]([O:11][CH3:12])[CH:8]=[C:7]([O:13][CH3:14])[C:3]=1[C:4]([NH2:6])=[O:5].[OH:15][CH2:16][CH2:17][N:18]([CH2:27][CH2:28][OH:29])[C:19]1[CH:26]=[CH:25][C:22]([CH:23]=O)=[CH:21][CH:20]=1.OS([O-])=O.[Na+].CC1C=CC(S(O)(=O)=O)=CC=1. The catalyst is CN(C)C(=O)C. The product is [OH:15][CH2:16][CH2:17][N:18]([CH2:27][CH2:28][OH:29])[C:19]1[CH:26]=[CH:25][C:22]([C:23]2[NH:6][C:4](=[O:5])[C:3]3[C:7]([O:13][CH3:14])=[CH:8][C:9]([O:11][CH3:12])=[N:10][C:2]=3[N:1]=2)=[CH:21][CH:20]=1. The yield is 0.100.